From a dataset of HIV replication inhibition screening data with 41,000+ compounds from the AIDS Antiviral Screen. Binary Classification. Given a drug SMILES string, predict its activity (active/inactive) in a high-throughput screening assay against a specified biological target. (1) The molecule is COc1cccc2c1C(=O)c1c(O)c3c(c(O)c1C2=O)CC(O)(C(=O)CO)CC3OC1CC(N2CCOCC2C#N)C(O)C(C)O1. The result is 0 (inactive). (2) The compound is CCOC(=O)c1c(SCCN2CCCCC2)n(-c2ccccc2)c(=S)n(-c2ccccc2)c1=O. The result is 0 (inactive). (3) The compound is O=C(O)C1CC1. The result is 0 (inactive). (4) The molecule is CCOC(=O)C=C(c1cc(C)[nH]c1C)N(CC)CC. The result is 0 (inactive). (5) The drug is CSc1cc(C(=O)Nc2ccc(C3=NCCN3)cc2)ccc1C(=O)Nc1ccc(C2=NCCN2)cc1. The result is 0 (inactive). (6) The drug is O=C1Nc2ccccc2N=CC1NC(=O)C(c1ccccc1)c1ccccc1. The result is 0 (inactive). (7) The compound is CCCC(=O)Nc1c(I)cc(I)c(CC(CC)C(=O)O)c1I. The result is 0 (inactive). (8) The compound is Cc1cn(C2CC(N(O)Cc3ccccc3)C(CO)O2)c(=O)[nH]c1=O. The result is 0 (inactive). (9) The molecule is CCCCCCCCCON=Cc1c2c(O)c3c(O)c(C)c4c(c3c1O)C(=O)C(C)(OC=CC(OC)C(C)C(OC(C)=O)C(C)C(O)C(C)C(O)C(C)C=CC=C(C)C(=O)N2)O4. The result is 0 (inactive). (10) The result is 0 (inactive). The drug is O=C1c2ccccc2-c2c(Br)c3ccccc3c(=O)n21.